From a dataset of Catalyst prediction with 721,799 reactions and 888 catalyst types from USPTO. Predict which catalyst facilitates the given reaction. (1) Reactant: O[CH2:2][C:3]1[CH:18]=[CH:17][C:6]([O:7][CH2:8][C:9]([C:11]2[CH:16]=[CH:15][CH:14]=[CH:13][CH:12]=2)=[O:10])=[CH:5][CH:4]=1.P(Br)(Br)[Br:20]. Product: [Br:20][CH2:2][C:3]1[CH:18]=[CH:17][C:6]([O:7][CH2:8][C:9]([C:11]2[CH:16]=[CH:15][CH:14]=[CH:13][CH:12]=2)=[O:10])=[CH:5][CH:4]=1. The catalyst class is: 2. (2) Reactant: [CH3:1][CH:2]([CH3:14])[CH:3](O)[CH2:4][CH2:5][NH:6][C:7]1[CH:12]=[CH:11][CH:10]=[CH:9][CH:8]=1.[OH-].[Na+]. Product: [CH3:1][C:2]1([CH3:14])[CH2:3][CH2:4][CH2:5][NH:6][C:7]2[CH:12]=[CH:11][CH:10]=[CH:9][C:8]1=2. The catalyst class is: 82. (3) Reactant: Br[C:2]1[CH:7]=[CH:6][C:5]([N:8]2[C:12]([C:13]3[CH:21]=[C:20]4[C:16]([C:17]([CH2:25][CH3:26])=[N:18][N:19]4[CH:22]([CH3:24])[CH3:23])=[CH:15][CH:14]=3)=[CH:11][CH:10]=[N:9]2)=[CH:4][CH:3]=1.[CH3:27][N:28]1[CH2:33][CH2:32][NH:31][CH2:30][CH2:29]1.F[B-](F)(F)F.C([PH+](C(C)(C)C)C(C)(C)C)(C)(C)C.CC(C)([O-])C.[Na+]. Product: [CH2:25]([C:17]1[C:16]2[C:20](=[CH:21][C:13]([C:12]3[N:8]([C:5]4[CH:6]=[CH:7][C:2]([N:31]5[CH2:32][CH2:33][N:28]([CH3:27])[CH2:29][CH2:30]5)=[CH:3][CH:4]=4)[N:9]=[CH:10][CH:11]=3)=[CH:14][CH:15]=2)[N:19]([CH:22]([CH3:24])[CH3:23])[N:18]=1)[CH3:26]. The catalyst class is: 187.